This data is from Catalyst prediction with 721,799 reactions and 888 catalyst types from USPTO. The task is: Predict which catalyst facilitates the given reaction. The catalyst class is: 883. Product: [O:14]1[C:18]2[CH:19]=[CH:20][C:21]([C:23](=[O:26])[CH2:24][S:1][CH2:2][C:3]([O:5][CH2:6][CH3:7])=[O:4])=[CH:22][C:17]=2[O:16][CH2:15]1. Reactant: [SH:1][CH2:2][C:3]([O:5][CH2:6][CH3:7])=[O:4].C([O-])([O-])=O.[K+].[K+].[O:14]1[C:18]2[CH:19]=[CH:20][C:21]([C:23](=[O:26])[CH2:24]Br)=[CH:22][C:17]=2[O:16][CH2:15]1.O.